Predict the reactants needed to synthesize the given product. From a dataset of Full USPTO retrosynthesis dataset with 1.9M reactions from patents (1976-2016). (1) Given the product [Cl:21][CH2:22][CH2:23][CH2:24][CH2:25][CH:26]([C:27]1[NH:37][N:36]=[C:15]([NH:14][C:11]2[CH:12]=[CH:13][C:8]([N:6]3[CH:7]=[C:3]([Cl:2])[N:4]=[CH:5]3)=[C:9]([O:19][CH3:20])[CH:10]=2)[N:16]=1)[N:30]1[CH:34]=[C:33]([Cl:35])[CH:32]=[N:31]1, predict the reactants needed to synthesize it. The reactants are: I.[Cl:2][C:3]1[N:4]=[CH:5][N:6]([C:8]2[CH:13]=[CH:12][C:11]([NH:14][C:15](SC)=[NH:16])=[CH:10][C:9]=2[O:19][CH3:20])[CH:7]=1.[Cl:21][CH2:22][CH2:23][CH2:24][CH2:25][CH:26]([N:30]1[CH:34]=[C:33]([Cl:35])[CH:32]=[N:31]1)[C:27](O)=O.[NH2:36][NH2:37]. (2) Given the product [NH2:8][C:6]1[N:5]2[N:25]=[CH:26][C:27]([C:28]3[CH:29]=[N:30][C:31]4[C:36]([CH:37]=3)=[CH:35][CH:34]=[CH:33][CH:32]=4)=[C:4]2[N:3]=[C:2]([N:57]2[CH2:56][CH2:55][N:54]([C:47]([O:49][C:50]([CH3:53])([CH3:52])[CH3:51])=[O:48])[CH2:59][CH2:58]2)[C:7]=1[Br:60], predict the reactants needed to synthesize it. The reactants are: Cl[C:2]1[CH:7]=[C:6]([N:8](COCC[Si](C)(C)C)COCC[Si](C)(C)C)[N:5]2[N:25]=[CH:26][C:27]([C:28]3[CH:29]=[N:30][C:31]4[C:36]([CH:37]=3)=[CH:35][CH:34]=[CH:33][CH:32]=4)=[C:4]2[N:3]=1.C(N(CC)C(C)C)(C)C.[C:47]([N:54]1[CH2:59][CH2:58][NH:57][CH2:56][CH2:55]1)([O:49][C:50]([CH3:53])([CH3:52])[CH3:51])=[O:48].[Br:60]N1C(=O)CCC1=O. (3) Given the product [Cl:8][C:6]1[CH:5]=[C:4]([NH:9][CH:10]([C:12]([NH:30][C:28](=[O:29])[C@@H:23]([NH2:22])[CH2:24][CH2:25][CH2:26][CH3:27])=[O:14])[CH3:11])[CH:3]=[C:2]([Cl:1])[CH:7]=1, predict the reactants needed to synthesize it. The reactants are: [Cl:1][C:2]1[CH:3]=[C:4]([NH:9][CH:10]([C:12]([OH:14])=O)[CH3:11])[CH:5]=[C:6]([Cl:8])[CH:7]=1.C([NH:22][C@H:23]([C:28]([NH2:30])=[O:29])[CH2:24][CH2:25][CH2:26][CH3:27])(OC(C)(C)C)=O. (4) Given the product [Cl:5][C:6]1[CH:11]=[CH:10][C:9]([CH2:12][CH2:13][C:14]([OH:16])=[O:15])=[CH:8][C:7]=1[NH:17][C:18](=[O:49])[CH2:19][C@H:20]1[O:26][C@H:25]([C:27]2[CH:32]=[CH:31][CH:30]=[C:29]([O:33][CH3:34])[C:28]=2[O:35][CH3:36])[C:24]2[CH:37]=[C:38]([Cl:41])[CH:39]=[CH:40][C:23]=2[N:22]([CH2:42][C:43]([CH3:46])([CH3:47])[CH2:44][O:45][C:1](=[O:3])[CH3:2])[C:21]1=[O:48], predict the reactants needed to synthesize it. The reactants are: [C:1](Cl)(=[O:3])[CH3:2].[Cl:5][C:6]1[CH:11]=[CH:10][C:9]([CH2:12][CH2:13][C:14]([OH:16])=[O:15])=[CH:8][C:7]=1[NH:17][C:18](=[O:49])[CH2:19][C@H:20]1[O:26][C@H:25]([C:27]2[CH:32]=[CH:31][CH:30]=[C:29]([O:33][CH3:34])[C:28]=2[O:35][CH3:36])[C:24]2[CH:37]=[C:38]([Cl:41])[CH:39]=[CH:40][C:23]=2[N:22]([CH2:42][C:43]([CH3:47])([CH3:46])[CH2:44][OH:45])[C:21]1=[O:48].N1C=CC=CC=1.C(OCC)(=O)C. (5) Given the product [ClH:1].[CH:28]1([NH:3][C@@H:4]2[CH2:6][C@H:5]2[C:7]2[CH:8]=[C:9]([CH:19]=[CH:20][C:21]=2[CH3:22])[C:10]([NH:12][C:13]2[CH:14]=[N:15][N:16]([CH3:18])[CH:17]=2)=[O:11])[CH2:31][CH2:30][CH2:29]1, predict the reactants needed to synthesize it. The reactants are: [ClH:1].Cl.[NH2:3][C@@H:4]1[CH2:6][C@H:5]1[C:7]1[CH:8]=[C:9]([CH:19]=[CH:20][C:21]=1[CH3:22])[C:10]([NH:12][C:13]1[CH:14]=[N:15][N:16]([CH3:18])[CH:17]=1)=[O:11].C(=O)([O-])O.[Na+].[C:28]1(=O)[CH2:31][CH2:30][CH2:29]1.